Task: Predict the reactants needed to synthesize the given product.. Dataset: Retrosynthesis with 50K atom-mapped reactions and 10 reaction types from USPTO (1) Given the product O=C(Nc1cnn(Cc2ccc(CO)o2)c1)OCc1ccccc1Cl, predict the reactants needed to synthesize it. The reactants are: COC(=O)c1ccc(Cn2cc(NC(=O)OCc3ccccc3Cl)cn2)o1. (2) Given the product CCN(CC)C(=O)c1ccccc1C(C)C, predict the reactants needed to synthesize it. The reactants are: CC(C)c1ccccc1Br.CCN(CC)C(=O)Cl. (3) Given the product O=C(O)c1cccc(S)c1, predict the reactants needed to synthesize it. The reactants are: O=C(O)c1cccc(S(=O)(=O)Cl)c1. (4) Given the product CN(C)c1ccc(C(=O)NC2CCC(=Cc3cccc(Oc4ccc(C(F)(F)F)cn4)c3)CC2)cn1, predict the reactants needed to synthesize it. The reactants are: CNC.O=C(NC1CCC(=Cc2cccc(Oc3ccc(C(F)(F)F)cn3)c2)CC1)c1ccc(Cl)nc1. (5) Given the product CCCCN(CCCC)C(=O)c1nn(-c2ccc(C(=O)OCC)cc2C(=O)N2CCc3ccccc3C2)c(C)c1Br, predict the reactants needed to synthesize it. The reactants are: CCCCN(CCCC)C(=O)c1n[nH]c(C)c1Br.CCCCN(CCCC)C(=O)c1nn(-c2ccc(C(=O)OCC)cc2C(=O)N2CCc3ccccc3C2)c(C)c1Cl. (6) The reactants are: N#CCBr.c1cc(C2CCNCC2)ccn1. Given the product N#CCN1CCC(c2ccncc2)CC1, predict the reactants needed to synthesize it.